From a dataset of Retrosynthesis with 50K atom-mapped reactions and 10 reaction types from USPTO. Predict the reactants needed to synthesize the given product. (1) Given the product FC(F)(F)c1ccccc1-c1nnnn1Cc1cccnc1, predict the reactants needed to synthesize it. The reactants are: BrCc1cccnc1.FC(F)(F)c1ccccc1-c1nnn[nH]1. (2) Given the product O=C(/C=C/CN1CCCCC1)Nc1cc2c(Nc3ccc(F)c(Cl)c3)ncnc2cc1OC1CC2CCC(C1)O2, predict the reactants needed to synthesize it. The reactants are: C1CCNCC1.O=C(/C=C/CBr)Nc1cc2c(Nc3ccc(F)c(Cl)c3)ncnc2cc1OC1CC2CCC(C1)O2.